Dataset: Catalyst prediction with 721,799 reactions and 888 catalyst types from USPTO. Task: Predict which catalyst facilitates the given reaction. (1) Reactant: [C:1]([C:3]1[CH:4]=[C:5]2[C:10](=[CH:11][C:12]=1[O:13][C:14]1[CH:22]=[CH:21][C:17]([C:18]([OH:20])=O)=[CH:16][CH:15]=1)[O:9][CH2:8][CH2:7][CH:6]2[C:23]([O:25][CH3:26])=[O:24])#[N:2].C1C=NC2N(O)N=NC=2C=1.Cl.C(N=C=NCCCN(C)C)C.[NH2:49][C:50]1[CH:59]=[C:58]2[C:53]([CH2:54][CH2:55][N:56]([C:60]([O:62][C:63]([CH3:66])([CH3:65])[CH3:64])=[O:61])[CH2:57]2)=[CH:52][CH:51]=1. The catalyst class is: 35. Product: [C:1]([C:3]1[CH:4]=[C:5]2[C:10](=[CH:11][C:12]=1[O:13][C:14]1[CH:15]=[CH:16][C:17]([C:18]([NH:49][C:50]3[CH:59]=[C:58]4[C:53]([CH2:54][CH2:55][N:56]([C:60]([O:62][C:63]([CH3:66])([CH3:65])[CH3:64])=[O:61])[CH2:57]4)=[CH:52][CH:51]=3)=[O:20])=[CH:21][CH:22]=1)[O:9][CH2:8][CH2:7][CH:6]2[C:23]([O:25][CH3:26])=[O:24])#[N:2]. (2) Reactant: [C:1]([CH:3]([CH2:15][CH3:16])[C:4]([C:6]1[S:10][C:9]([C:11](OC)=[O:12])=[CH:8][CH:7]=1)=[O:5])#[N:2].[OH-].[K+].O.[NH2:20][NH2:21].[Cl-].[Na+]. Product: [C:1]([CH:3]([CH2:15][CH3:16])[C:4]([C:6]1[S:10][C:9]([C:11]([NH:20][NH2:21])=[O:12])=[CH:8][CH:7]=1)=[O:5])#[N:2]. The catalyst class is: 5. (3) Reactant: [CH3:1][C:2]1[N:3]=[C:4]([NH:7][C:8]2[N:13]=[CH:12][C:11]([S:14][CH2:15][CH2:16][C:17](OC)=O)=[CH:10][C:9]=2[O:21][C:22]2[CH:27]=[CH:26][CH:25]=[CH:24][CH:23]=2)[S:5][CH:6]=1.CC([O-])(C)C.[K+].Br.BrC[C:37]1[CH:42]=[CH:41]C=C[N:38]=1.[Cl-:43].[NH4+].Cl. Product: [ClH:43].[ClH:43].[CH3:1][C:2]1[N:3]=[C:4]([NH:7][C:8]2[C:9]([O:21][C:22]3[CH:27]=[CH:26][CH:25]=[CH:24][CH:23]=3)=[CH:10][C:11]([S:14][CH2:15][C:16]3[CH:17]=[CH:41][CH:42]=[CH:37][N:38]=3)=[CH:12][N:13]=2)[S:5][CH:6]=1. The catalyst class is: 1.